This data is from Experimentally validated miRNA-target interactions with 360,000+ pairs, plus equal number of negative samples. The task is: Binary Classification. Given a miRNA mature sequence and a target amino acid sequence, predict their likelihood of interaction. (1) The miRNA is hsa-miR-6507-5p with sequence GAAGAAUAGGAGGGACUUUGU. Result: 0 (no interaction). The protein sequence of the target gene is MVAAPCARRLARRSHSALLAALTVLLLQTLVVWNFSSLDSGAGERRGGAAVGGGEQPPPAPAPRRERRDLPAEPAAARGGGGGGGGGGGGRGPQARARGGGPGEPRGQQPASRGALPARALDPHPSPLITLETQDGYFSHRPKEKVRTDSNNENSVPKDFENVDNSNFAPRTQKQKHQPELAKKPPSRQKELLKRKLEQQEKGKGHTFPGKGPGEVLPPGDRAAANSSHGKDVSRPPHARKTGGSSPETKYDQPPKCDISGKEAISALSRAKSKHCRQEIGETYCRHKLGLLMPEKVTRF.... (2) The miRNA is hsa-miR-4659b-3p with sequence UUUCUUCUUAGACAUGGCAGCU. The protein sequence of the target gene is MMATRRTGLSEGDGDKLKACEVSKNKDGKEQSETVSLSEDETFSWPGPKTVTLKRTSQGFGFTLRHFIVYPPESAIQFSYKDEENGNRGGKQRNRLEPMDTIFVKQVKEGGPAFEAGLCTGDRIIKVNGESVIGKTYSQVIALIQNSDTTLELSVMPKDEDILQVLQFTKDVTALAYSQDAYLKGNEAYSGNARNIPEPPPICYPWLPSAPSAMAQPVEISPPDSSLSKQQTSTPVLTQPGRAYRMEIQVPPSPTDVAKSNTAVCVCNESVRTVIVPSEKVVDLLSNRNNHTGPSHRTEE.... Result: 1 (interaction).